This data is from Reaction yield outcomes from USPTO patents with 853,638 reactions. The task is: Predict the reaction yield, written as a fraction of the theoretical maximum amount of product (1.0 means a 100% yield; for example, 0.34 means a 34% yield). (1) The reactants are [CH3:1][N:2]1[C:6]([OH:7])=[C:5]([CH3:8])[C:4]([C:9]([F:12])([F:11])[F:10])=[N:3]1.[OH-].[K+].Cl[CH:16]([F:18])[F:17].O. The catalyst is CC(O)C. The product is [F:17][CH:16]([F:18])[O:7][C:6]1[N:2]([CH3:1])[N:3]=[C:4]([C:9]([F:11])([F:10])[F:12])[C:5]=1[CH3:8]. The yield is 0.885. (2) The reactants are [NH2:1][C:2]1[N:27]=[C:5]2[CH:6]=[CH:7][C:8]([C:10]3[CH:15]=[CH:14][C:13]([NH:16][C:17](=[O:26])[CH2:18][C:19]4[CH:24]=[CH:23][C:22]([F:25])=[CH:21][CH:20]=4)=[CH:12][CH:11]=3)=[CH:9][N:4]2[N:3]=1.[CH:28]1([CH2:31][O:32][C:33]2[CH:34]=[C:35]([CH:43]=[CH:44][C:45]=2I)[C:36]([N:38]([CH2:41][CH3:42])[CH2:39][CH3:40])=[O:37])[CH2:30][CH2:29]1.CC(C1C=C(C(C)C)C(C2C=CC=CC=2P(C2CCCCC2)C2CCCCC2)=C(C(C)C)C=1)C.CC(C)([O-])C.[Na+]. No catalyst specified. The product is [CH:28]1([CH2:31][O:32][C:33]2[CH:34]=[C:35]([CH:43]=[CH:44][C:45]=2[NH:1][C:2]2[N:27]=[C:5]3[CH:6]=[CH:7][C:8]([C:10]4[CH:11]=[CH:12][C:13]([NH:16][C:17](=[O:26])[CH2:18][C:19]5[CH:24]=[CH:23][C:22]([F:25])=[CH:21][CH:20]=5)=[CH:14][CH:15]=4)=[CH:9][N:4]3[N:3]=2)[C:36]([N:38]([CH2:39][CH3:40])[CH2:41][CH3:42])=[O:37])[CH2:30][CH2:29]1. The yield is 0.280. (3) The product is [CH3:7][C@H:4]1[C:3]2[C:8]([OH:10])=[N:19][CH:17]=[N:1][C:2]=2[CH2:6][CH2:5]1. The yield is 0.650. The reactants are [NH2:1][C:2]1[CH2:6][CH2:5][C@@H:4]([CH3:7])[C:3]=1[C:8]([O:10]CC)=O.C([O-])=O.[NH4+].[CH:17]([NH2:19])=O. No catalyst specified. (4) The product is [CH2:20]([O:19][C:17](=[O:18])[NH:16][CH:8]1[CH2:7][C:6](=[O:23])[O:13][CH:9]1[O:10][CH2:11][CH3:12])[CH:21]=[CH2:22]. The yield is 0.850. The catalyst is C(Cl)Cl. The reactants are C(O[C:6](=[O:23])[CH2:7][CH:8]([NH:16][C:17]([O:19][CH2:20][CH:21]=[CH2:22])=[O:18])[CH:9]([O:13]CC)[O:10][CH2:11][CH3:12])(C)(C)C.FC(F)(F)C(O)=O.